Dataset: Forward reaction prediction with 1.9M reactions from USPTO patents (1976-2016). Task: Predict the product of the given reaction. (1) Given the reactants C[O:2][CH:3](OC)[C:4]1[S:8][C:7]([C:9]2[CH:10]=[C:11]3[C:15](=[CH:16][CH:17]=2)[C:14](=[O:18])[N:13]([CH2:19][CH2:20][CH2:21]I)[CH2:12]3)=[CH:6][CH:5]=1.[NH:25]1[CH2:29][CH2:28][CH2:27][CH2:26]1, predict the reaction product. The product is: [O:18]=[C:14]1[C:15]2[C:11](=[CH:10][C:9]([C:7]3[S:8][C:4]([CH:3]=[O:2])=[CH:5][CH:6]=3)=[CH:17][CH:16]=2)[CH2:12][N:13]1[CH2:19][CH2:20][CH2:21][N:25]1[CH2:29][CH2:28][CH2:27][CH2:26]1. (2) The product is: [CH:2]([N:48]1[CH2:49][CH2:50][CH:45]([C:36]2([CH2:35][NH:34][C:32](=[O:33])[C:31]3[CH:30]=[CH:29][C:28]([O:27][CH2:26][C:24]4[C:23]5[C:18](=[CH:19][CH:20]=[CH:21][CH:22]=5)[N:17]=[C:16]([CH3:15])[CH:25]=4)=[CH:52][CH:51]=3)[C:37](=[O:44])[NH:38][C:39](=[O:43])[NH:40][C:41]2=[O:42])[CH2:46][CH2:47]1)([CH3:3])[CH3:9]. Given the reactants F[C:2](F)(F)[C:3](O)=O.F[C:9](F)(F)C(O)=O.[CH3:15][C:16]1[CH:25]=[C:24]([CH2:26][O:27][C:28]2[CH:52]=[CH:51][C:31]([C:32]([NH:34][CH2:35][C:36]3([CH:45]4[CH2:50][CH2:49][NH:48][CH2:47][CH2:46]4)[C:41](=[O:42])[NH:40][C:39](=[O:43])[NH:38][C:37]3=[O:44])=[O:33])=[CH:30][CH:29]=2)[C:23]2[C:18](=[CH:19][CH:20]=[CH:21][CH:22]=2)[N:17]=1, predict the reaction product. (3) Given the reactants [CH3:1][C:2]1[CH:3]=[C:4]([C:19]2[S:23][C:22]([CH:24]=[O:25])=[N:21][CH:20]=2)[CH:5]=[C:6]([NH:8][C:9]2[N:14]=[C:13]([C:15]([F:18])([F:17])[F:16])[CH:12]=[CH:11][N:10]=2)[CH:7]=1.CO.[BH4-].[Na+], predict the reaction product. The product is: [CH3:1][C:2]1[CH:3]=[C:4]([C:19]2[S:23][C:22]([CH2:24][OH:25])=[N:21][CH:20]=2)[CH:5]=[C:6]([NH:8][C:9]2[N:14]=[C:13]([C:15]([F:18])([F:17])[F:16])[CH:12]=[CH:11][N:10]=2)[CH:7]=1.